Dataset: Forward reaction prediction with 1.9M reactions from USPTO patents (1976-2016). Task: Predict the product of the given reaction. (1) Given the reactants [N:1]1[CH:6]=[CH:5][CH:4]=[CH:3][C:2]=1[NH:7][C:8]1[CH:13]=[CH:12][C:11]([OH:14])=[CH:10][CH:9]=1.F[C:16]1[C:17]([CH:22]2[CH2:27][CH2:26][N:25]([C:28](=[O:30])[CH3:29])[CH2:24][CH2:23]2)=[N:18][CH:19]=[CH:20][N:21]=1.C(=O)([O-])[O-].[Cs+].[Cs+], predict the reaction product. The product is: [N:1]1[CH:6]=[CH:5][CH:4]=[CH:3][C:2]=1[NH:7][C:8]1[CH:13]=[CH:12][C:11]([O:14][C:16]2[C:17]([CH:22]3[CH2:23][CH2:24][N:25]([C:28](=[O:30])[CH3:29])[CH2:26][CH2:27]3)=[N:18][CH:19]=[CH:20][N:21]=2)=[CH:10][CH:9]=1. (2) The product is: [C:15]([N:11]1[CH2:10][C@@H:9]2[C@@H:13]([CH2:14][C@H:8]2[C:5]2[CH:4]=[CH:3][C:2]([NH:1][S:28]([C:25]3[CH:24]=[CH:23][C:22]([O:21][C:20]([F:19])([F:32])[F:33])=[CH:27][CH:26]=3)(=[O:30])=[O:29])=[CH:7][CH:6]=2)[CH2:12]1)(=[O:18])[CH2:16][CH3:17]. Given the reactants [NH2:1][C:2]1[CH:7]=[CH:6][C:5]([C@@H:8]2[CH2:14][C@@H:13]3[C@H:9]2[CH2:10][N:11]([C:15](=[O:18])[CH2:16][CH3:17])[CH2:12]3)=[CH:4][CH:3]=1.[F:19][C:20]([F:33])([F:32])[O:21][C:22]1[CH:27]=[CH:26][C:25]([S:28](Cl)(=[O:30])=[O:29])=[CH:24][CH:23]=1, predict the reaction product. (3) Given the reactants [Cl:1][C:2]1[CH:13]=[CH:12][C:5]2[CH:6]=[N:7][NH:8][S:9](=[O:11])(=[O:10])[C:4]=2[C:3]=1[Cl:14], predict the reaction product. The product is: [Cl:1][C:2]1[CH:13]=[CH:12][C:5]2[CH2:6][NH:7][NH:8][S:9](=[O:11])(=[O:10])[C:4]=2[C:3]=1[Cl:14]. (4) Given the reactants [NH3:1].[CH3:2][C:3]1([CH3:16])[O:15][C:7]2[C:8]([CH3:14])=[N:9][CH:10]=[C:11]([CH:12]=[O:13])[C:6]=2[CH2:5][O:4]1.CO, predict the reaction product. The product is: [CH3:2][C:3]1([CH3:16])[O:15][C:7]2[C:8]([CH3:14])=[N:9][CH:10]=[C:11]([C:12]([NH2:1])=[O:13])[C:6]=2[CH2:5][O:4]1.